Dataset: Reaction yield outcomes from USPTO patents with 853,638 reactions. Task: Predict the reaction yield, written as a fraction of the theoretical maximum amount of product (1.0 means a 100% yield; for example, 0.34 means a 34% yield). (1) The reactants are Br[C:2]1[N:3]=[CH:4][C:5]([NH2:8])=[N:6][CH:7]=1.[CH3:9][O-:10].[Na+].CO. No catalyst specified. The product is [CH3:9][O:10][C:2]1[N:3]=[CH:4][C:5]([NH2:8])=[N:6][CH:7]=1. The yield is 0.320. (2) The reactants are Cl[NH:2][C:3](=[NH:11])[CH2:4][C:5]1[CH:10]=[CH:9][CH:8]=[CH:7][CH:6]=1.[S-:12][C:13]#[N:14].[K+]. The catalyst is CO.C(OCC)(=O)C. The product is [CH2:4]([C:3]1[N:11]=[C:13]([NH2:14])[S:12][N:2]=1)[C:5]1[CH:10]=[CH:9][CH:8]=[CH:7][CH:6]=1. The yield is 0.530. (3) The reactants are [Cl:1][C:2]1[CH:7]=[CH:6][C:5]([C:8]2[C:13]([NH:14][NH2:15])=[N:12][N:11]([CH2:16][C:17]3[C:18]([CH3:27])=[N:19][C:20]([C:23]([F:26])([F:25])[F:24])=[CH:21][CH:22]=3)[C:10](=[O:28])[C:9]=2[C:29]2[CH:36]=[CH:35][C:32]([C:33]#[N:34])=[CH:31][CH:30]=2)=[CH:4][CH:3]=1.[CH2:37]([O:44][C@@H:45]([CH3:49])[C:46](O)=[O:47])[C:38]1[CH:43]=[CH:42][CH:41]=[CH:40][CH:39]=1.CCN=C=NCCCN(C)C.C1C=CC2N(O)N=NC=2C=1.C(N(C(C)C)CC)(C)C. The catalyst is CCOC(C)=O.C1COCC1. The product is [CH2:37]([O:44][C@@H:45]([CH3:49])[C:46]([NH:15][NH:14][C:13]1[C:8]([C:5]2[CH:6]=[CH:7][C:2]([Cl:1])=[CH:3][CH:4]=2)=[C:9]([C:29]2[CH:30]=[CH:31][C:32]([C:33]#[N:34])=[CH:35][CH:36]=2)[C:10](=[O:28])[N:11]([CH2:16][C:17]2[C:18]([CH3:27])=[N:19][C:20]([C:23]([F:25])([F:26])[F:24])=[CH:21][CH:22]=2)[N:12]=1)=[O:47])[C:38]1[CH:43]=[CH:42][CH:41]=[CH:40][CH:39]=1. The yield is 0.760. (4) The reactants are [CH:1]1([C:7]([OH:9])=[O:8])[CH2:6][CH2:5][CH2:4][CH2:3][CH2:2]1.[CH3:10][C:11]1C=CC(S(O)(=O)=O)=CC=1. The catalyst is C(O)C. The product is [CH2:10]([O:8][C:7]([CH:1]1[CH2:6][CH2:5][CH2:4][CH2:3][CH2:2]1)=[O:9])[CH3:11]. The yield is 0.870. (5) The reactants are [OH:1][CH2:2][CH:3]1[CH2:7][O:6][C:5]2([CH2:12][CH2:11][N:10]([CH2:13][CH2:14][C:15]3[CH:20]=[CH:19][CH:18]=[CH:17][CH:16]=3)[CH2:9][CH2:8]2)[O:4]1.[Cl:21][C:22]1[CH:27]=[C:26]([Br:28])[CH:25]=[CH:24][C:23]=1O.CC1C=CC(S(O)(=O)=O)=CC=1. The catalyst is C1(C)C=CC=CC=1. The product is [Br:28][C:26]1[CH:25]=[CH:24][C:23]([O:1][CH2:2][CH:3]2[CH2:7][O:6][C:5]3([CH2:8][CH2:9][N:10]([CH2:13][CH2:14][C:15]4[CH:16]=[CH:17][CH:18]=[CH:19][CH:20]=4)[CH2:11][CH2:12]3)[O:4]2)=[C:22]([Cl:21])[CH:27]=1. The yield is 0.950. (6) The reactants are Cl[C:2]1[C:3]2[N:4]([C:18]([N:21]3[CH2:26][CH2:25][O:24][CH2:23][CH2:22]3)=[CH:19][N:20]=2)[CH:5]=[C:6]([C:10]2[CH:15]=[CH:14][C:13]([Cl:16])=[CH:12][C:11]=2[Cl:17])[C:7]=1[C:8]#[N:9].C[O-].[Na+].B.C1C[O:34][CH2:33]C1.Cl. The catalyst is CO.O1CCOCC1.O. The product is [Cl:17][C:11]1[CH:12]=[C:13]([Cl:16])[CH:14]=[CH:15][C:10]=1[C:6]1[C:7]([CH2:8][NH2:9])=[C:2]([O:34][CH3:33])[C:3]2[N:4]([C:18]([N:21]3[CH2:26][CH2:25][O:24][CH2:23][CH2:22]3)=[CH:19][N:20]=2)[CH:5]=1. The yield is 0.0900. (7) The reactants are Cl[C:2]1[CH:7]=[N:6][C:5]([C:8]2[O:9][CH:10]=[CH:11][CH:12]=2)=[CH:4][N:3]=1.[N:13]1[CH:18]=[CH:17][C:16](B(O)O)=[CH:15][CH:14]=1.C(COC)OC.[F-].[Cs+]. The catalyst is C1C=CC([P]([Pd]([P](C2C=CC=CC=2)(C2C=CC=CC=2)C2C=CC=CC=2)([P](C2C=CC=CC=2)(C2C=CC=CC=2)C2C=CC=CC=2)[P](C2C=CC=CC=2)(C2C=CC=CC=2)C2C=CC=CC=2)(C2C=CC=CC=2)C2C=CC=CC=2)=CC=1.CO. The product is [O:9]1[CH:10]=[CH:11][CH:12]=[C:8]1[C:5]1[CH:4]=[N:3][C:2]([C:16]2[CH:17]=[CH:18][N:13]=[CH:14][CH:15]=2)=[CH:7][N:6]=1. The yield is 0.580.